Dataset: Reaction yield outcomes from USPTO patents with 853,638 reactions. Task: Predict the reaction yield, written as a fraction of the theoretical maximum amount of product (1.0 means a 100% yield; for example, 0.34 means a 34% yield). (1) The catalyst is C(O)C.O. The reactants are C[O:2][C:3](=[O:20])[CH:4]([C:11]1[CH:16]=[CH:15][C:14]([S:17][CH3:18])=[C:13]([Cl:19])[CH:12]=1)[CH2:5][CH:6]1[CH2:10][CH2:9][CH2:8][CH2:7]1.[OH-].[K+]. The product is [Cl:19][C:13]1[CH:12]=[C:11]([CH:4]([CH2:5][CH:6]2[CH2:10][CH2:9][CH2:8][CH2:7]2)[C:3]([OH:20])=[O:2])[CH:16]=[CH:15][C:14]=1[S:17][CH3:18]. The yield is 0.894. (2) The reactants are [CH3:1][O:2][C:3]1[C:12]([NH:13][C:14](=[S:22])OC2C=CC=CC=2)=[N:11][C:10]2[C:5](=[CH:6][CH:7]=[CH:8][CH:9]=2)[N:4]=1.[CH3:23][O:24][C:25]1[CH:30]=[CH:29][CH:28]=[CH:27][C:26]=1[N:31]1[CH2:36][CH2:35][NH:34][CH2:33][CH2:32]1.C1CCN2C(=NCCC2)CC1. The catalyst is O1CCCC1. The product is [CH3:1][O:2][C:3]1[C:12]([NH:13][C:14]([N:34]2[CH2:33][CH2:32][N:31]([C:26]3[CH:27]=[CH:28][CH:29]=[CH:30][C:25]=3[O:24][CH3:23])[CH2:36][CH2:35]2)=[S:22])=[N:11][C:10]2[C:5](=[CH:6][CH:7]=[CH:8][CH:9]=2)[N:4]=1. The yield is 0.624. (3) The reactants are [OH:1][C:2]1[CH:7]=[CH:6][C:5]([CH2:8][C:9]([O:11][CH3:12])=[O:10])=[CH:4][CH:3]=1.[CH2:13]([CH:15]1[O:17][CH2:16]1)Cl.N1C=CC=CC=1. No catalyst specified. The product is [O:17]1[CH2:16][CH:15]1[CH2:13][O:1][C:2]1[CH:3]=[CH:4][C:5]([CH2:8][C:9]([O:11][CH3:12])=[O:10])=[CH:6][CH:7]=1. The yield is 0.340. (4) The reactants are C(NC(C)C)(C)C.C([Li])CCC.[C:13](#[N:16])[CH2:14][CH3:15].Br[C:18]1[C:23]([Cl:24])=[CH:22][CH:21]=[CH:20][N:19]=1. The catalyst is C1COCC1. The product is [Cl:24][C:23]1[C:18]([CH:14]([CH3:15])[C:13]#[N:16])=[N:19][CH:20]=[CH:21][CH:22]=1. The yield is 0.910.